Dataset: Reaction yield outcomes from USPTO patents with 853,638 reactions. Task: Predict the reaction yield, written as a fraction of the theoretical maximum amount of product (1.0 means a 100% yield; for example, 0.34 means a 34% yield). (1) The product is [S:1]1[C:5]2[CH:6]=[CH:7][CH:8]=[CH:9][C:4]=2[N:3]=[C:2]1[S:10][CH2:11][C:12]([N:17]1[C:18]2[C:23](=[CH:22][CH:21]=[CH:20][CH:19]=2)[CH2:24][CH2:25][CH:16]1[CH3:15])=[O:14]. The yield is 0.400. The reactants are [S:1]1[C:5]2[CH:6]=[CH:7][CH:8]=[CH:9][C:4]=2[N:3]=[C:2]1[S:10][CH2:11][C:12]([OH:14])=O.[CH3:15][CH:16]1[CH2:25][CH2:24][C:23]2[C:18](=[CH:19][CH:20]=[CH:21][CH:22]=2)[NH:17]1. No catalyst specified. (2) The reactants are C(O[C:6]([N:8]1[CH2:13][CH2:12][N:11](C2C(=O)N(CC(C)C)N=C(C3C=CC(C)=C(F)C=3)C=2C)[CH2:10][CH2:9]1)=O)(C)(C)C.[F:34][C:35]1[CH:36]=[C:37]([C:43]2[CH:44]=[C:45]([CH2:60]OS(C)(=O)=O)[C:46](=[O:59])[N:47]([CH2:49][CH2:50][CH2:51][C:52]3[CH:57]=[CH:56][C:55]([F:58])=[CH:54][CH:53]=3)[N:48]=2)[CH:38]=[CH:39][C:40]=1[O:41][CH3:42].CN1CCNCC1. No catalyst specified. The product is [F:34][C:35]1[CH:36]=[C:37]([C:43]2[CH:44]=[C:45]([CH2:60][N:11]3[CH2:12][CH2:13][N:8]([CH3:6])[CH2:9][CH2:10]3)[C:46](=[O:59])[N:47]([CH2:49][CH2:50][CH2:51][C:52]3[CH:57]=[CH:56][C:55]([F:58])=[CH:54][CH:53]=3)[N:48]=2)[CH:38]=[CH:39][C:40]=1[O:41][CH3:42]. The yield is 0.793. (3) The reactants are [ClH:1].O1CCOCC1.OC(C(F)(F)F)=O.[C:15]1([C:21]2[O:22][CH:23]=[C:24]([C:26]([N:28]3[CH2:33][CH2:32][N:31](C(OC(C)(C)C)=O)[CH2:30][CH:29]3[CH2:41][O:42][C:43]3[CH:44]=[N:45][CH:46]=[CH:47][CH:48]=3)=[O:27])[N:25]=2)[CH:20]=[CH:19][CH:18]=[CH:17][CH:16]=1. The catalyst is CO. The product is [ClH:1].[ClH:1].[C:15]1([C:21]2[O:22][CH:23]=[C:24]([C:26]([N:28]3[CH2:33][CH2:32][NH:31][CH2:30][CH:29]3[CH2:41][O:42][C:43]3[CH:44]=[N:45][CH:46]=[CH:47][CH:48]=3)=[O:27])[N:25]=2)[CH:16]=[CH:17][CH:18]=[CH:19][CH:20]=1. The yield is 0.670.